This data is from Reaction yield outcomes from USPTO patents with 853,638 reactions. The task is: Predict the reaction yield, written as a fraction of the theoretical maximum amount of product (1.0 means a 100% yield; for example, 0.34 means a 34% yield). (1) The reactants are [F:1][C:2]1[CH:7]=[CH:6][C:5]([C:8]2[O:9][CH:10]=[C:11]([C:13]3([CH2:20][NH2:21])[CH2:18][CH2:17][N:16]([CH3:19])[CH2:15][CH2:14]3)[N:12]=2)=[CH:4][CH:3]=1.[F:22][C:23]([F:39])([F:38])[C:24]1[O:28][N:27]=[C:26]([C:29]2[CH:30]=[C:31]([CH:35]=[CH:36][CH:37]=2)[C:32](O)=[O:33])[N:25]=1. No catalyst specified. The product is [F:1][C:2]1[CH:7]=[CH:6][C:5]([C:8]2[O:9][CH:10]=[C:11]([C:13]3([CH2:20][NH:21][C:32](=[O:33])[C:31]4[CH:35]=[CH:36][CH:37]=[C:29]([C:26]5[N:25]=[C:24]([C:23]([F:39])([F:38])[F:22])[O:28][N:27]=5)[CH:30]=4)[CH2:14][CH2:15][N:16]([CH3:19])[CH2:17][CH2:18]3)[N:12]=2)=[CH:4][CH:3]=1. The yield is 0.240. (2) The reactants are [F:1][C:2]1[C:11]([CH3:12])=[C:10]2[C:5]([CH:6]=[CH:7][C:8](=[O:13])[NH:9]2)=[CH:4][CH:3]=1.[CH3:14]C(C)([O-])C.[K+].CI.O. The catalyst is CS(C)=O. The product is [F:1][C:2]1[C:11]([CH3:12])=[C:10]2[C:5]([CH:6]=[CH:7][C:8]([O:13][CH3:14])=[N:9]2)=[CH:4][CH:3]=1. The yield is 0.740. (3) The product is [F:49][C:12]([F:11])([F:48])[C:13]1[CH:14]=[C:15]([C:23]([CH3:46])([CH3:47])[C:24]([N:26]([C:28]2[CH:29]=[N:30][C:31]([NH:41][CH2:42][C:43](=[O:45])[CH3:44])=[CH:32][C:33]=2[C:34]2[CH:39]=[CH:38][CH:37]=[CH:36][C:35]=2[Cl:40])[CH3:27])=[O:25])[CH:16]=[C:17]([C:19]([F:22])([F:21])[F:20])[CH:18]=1. The reactants are C(Cl)(=O)C(Cl)=O.CS(C)=O.[F:11][C:12]([F:49])([F:48])[C:13]1[CH:14]=[C:15]([C:23]([CH3:47])([CH3:46])[C:24]([N:26]([C:28]2[CH:29]=[N:30][C:31]([NH:41][CH2:42][CH:43]([OH:45])[CH3:44])=[CH:32][C:33]=2[C:34]2[CH:39]=[CH:38][CH:37]=[CH:36][C:35]=2[Cl:40])[CH3:27])=[O:25])[CH:16]=[C:17]([C:19]([F:22])([F:21])[F:20])[CH:18]=1.C(N(C(C)C)C(C)C)C. The yield is 0.850. The catalyst is ClCCl. (4) The reactants are [F:1][C:2]1[CH:32]=[CH:31][C:5]([CH2:6][NH:7][C:8]([C:10]2[N:11]=[C:12]3[N:17]([C:18](=[O:28])[C:19]=2[O:20][CH2:21][C:22]2[CH:27]=[CH:26][CH:25]=[CH:24][CH:23]=2)[CH2:16][CH2:15][O:14][C:13]3([CH3:30])[CH3:29])=[O:9])=[C:4]([C:33]#[C:34][Si](C)(C)C)[CH:3]=1.C(=O)([O-])[O-].[K+].[K+]. The catalyst is CO.C(OCC)(=O)C. The product is [C:33]([C:4]1[CH:3]=[C:2]([F:1])[CH:32]=[CH:31][C:5]=1[CH2:6][NH:7][C:8]([C:10]1[N:11]=[C:12]2[N:17]([C:18](=[O:28])[C:19]=1[O:20][CH2:21][C:22]1[CH:27]=[CH:26][CH:25]=[CH:24][CH:23]=1)[CH2:16][CH2:15][O:14][C:13]2([CH3:30])[CH3:29])=[O:9])#[CH:34]. The yield is 1.00. (5) The reactants are C([N-]C(C)C)(C)C.[Li+].C(NC(C)C)(C)C.[Li]CCCC.[CH2:21]([O:23][C:24]1[CH2:29][CH2:28][CH2:27][C:26](=[O:30])[CH:25]=1)[CH3:22].CN(C)P(N(C)C)(N(C)C)=O.I[CH2:43][CH2:44][CH2:45][O:46][Si:47]([C:50]([CH3:53])([CH3:52])[CH3:51])([CH3:49])[CH3:48]. The catalyst is O1CCCC1. The product is [CH2:21]([O:23][C:24]1[CH2:29][CH2:28][CH:27]([CH2:43][CH2:44][CH2:45][O:46][Si:47]([C:50]([CH3:51])([CH3:53])[CH3:52])([CH3:48])[CH3:49])[C:26](=[O:30])[CH:25]=1)[CH3:22]. The yield is 0.512. (6) The reactants are [CH3:1][O:2][C:3]1[CH:12]=[C:11]2[C:6]([CH2:7][CH2:8][CH2:9][C:10]2=O)=[CH:5][CH:4]=1.[C:14]([CH2:16]C(O)=O)#[N:15].C(O)(=O)CCCCCC.NC1C=CC=CC=1. The catalyst is C1(C)C=CC=CC=1. The product is [CH3:1][O:2][C:3]1[CH:12]=[C:11]2[C:6]([CH2:7][CH2:8][CH:9]=[C:10]2[CH2:16][C:14]#[N:15])=[CH:5][CH:4]=1. The yield is 0.870. (7) The reactants are [CH2:1]([O:8][C@@H:9]1[C@@H:17]([CH2:18][OH:19])[O:16][C@H:15]2[C@H:11]([N:12]=[C:13]([N:20]([CH3:22])[CH3:21])[S:14]2)[C@H:10]1[O:23][CH2:24][C:25]1[CH:30]=[CH:29][CH:28]=[CH:27][CH:26]=1)[C:2]1[CH:7]=[CH:6][CH:5]=[CH:4][CH:3]=1.[CH3:31][S:32](Cl)(=[O:34])=[O:33].C(N(CC)CC)C. The catalyst is ClCCl. The product is [CH3:31][S:32]([O:19][CH2:18][C@H:17]1[O:16][C@H:15]2[C@H:11]([N:12]=[C:13]([N:20]([CH3:22])[CH3:21])[S:14]2)[C@@H:10]([O:23][CH2:24][C:25]2[CH:26]=[CH:27][CH:28]=[CH:29][CH:30]=2)[C@@H:9]1[O:8][CH2:1][C:2]1[CH:3]=[CH:4][CH:5]=[CH:6][CH:7]=1)(=[O:34])=[O:33]. The yield is 0.900. (8) The reactants are [OH:1][C@H:2]([C:26]1[CH:27]=[N:28][CH:29]=[CH:30][CH:31]=1)[C@H:3]1[CH2:7][CH2:6][C@@H:5]([CH2:8][C:9]2[CH:14]=[CH:13][C:12]([C:15]([O:17]C)=[O:16])=[CH:11][CH:10]=2)[N:4]1[C:19]([O:21][C:22]([CH3:25])([CH3:24])[CH3:23])=[O:20].[OH-].[Li+]. The catalyst is CO.O.O. The product is [C:22]([O:21][C:19]([N:4]1[C@@H:3]([C@H:2]([OH:1])[C:26]2[CH:27]=[N:28][CH:29]=[CH:30][CH:31]=2)[CH2:7][CH2:6][C@H:5]1[CH2:8][C:9]1[CH:10]=[CH:11][C:12]([C:15]([OH:17])=[O:16])=[CH:13][CH:14]=1)=[O:20])([CH3:25])([CH3:23])[CH3:24]. The yield is 0.840. (9) The product is [CH3:14][O:13][C:6]1[CH:7]=[CH:8][C:9]([O:11][CH3:12])=[CH:10][C:5]=1[OH:4]. The reactants are C([O:4][C:5]1[CH:10]=[C:9]([O:11][CH3:12])[CH:8]=[CH:7][C:6]=1[O:13][CH3:14])(=O)C.[OH-].[Na+].OS([O-])(=O)=O.[Na+]. The catalyst is CO. The yield is 0.990.